Dataset: Reaction yield outcomes from USPTO patents with 853,638 reactions. Task: Predict the reaction yield, written as a fraction of the theoretical maximum amount of product (1.0 means a 100% yield; for example, 0.34 means a 34% yield). (1) The reactants are [F:1][C:2]1[CH:7]=[CH:6][C:5]([C:8]2[O:9][CH:10]=[C:11]([C:13]([CH3:17])([CH3:16])[CH2:14][NH2:15])[N:12]=2)=[CH:4][CH:3]=1.[F:18][C:19]([F:37])([F:36])[C:20]([C:22]1[S:26][C:25]([C:27]2[CH:28]=[C:29]([CH:33]=[CH:34][CH:35]=2)[C:30](O)=[O:31])=[CH:24][CH:23]=1)=[O:21]. No catalyst specified. The product is [F:1][C:2]1[CH:3]=[CH:4][C:5]([C:8]2[O:9][CH:10]=[C:11]([C:13]([CH3:17])([CH3:16])[CH2:14][NH:15][C:30](=[O:31])[C:29]3[CH:33]=[CH:34][CH:35]=[C:27]([C:25]4[S:26][C:22]([C:20](=[O:21])[C:19]([F:18])([F:36])[F:37])=[CH:23][CH:24]=4)[CH:28]=3)[N:12]=2)=[CH:6][CH:7]=1. The yield is 0.0500. (2) The reactants are [CH3:1][O:2][C:3]1[CH:4]=[C:5]2[C:10](=[CH:11][C:12]=1[O:13][CH3:14])[N:9]=[CH:8][CH:7]=[C:6]2[O:15][C:16]1[CH:22]=[CH:21][C:19]([NH2:20])=[C:18]([N+:23]([O-:25])=[O:24])[CH:17]=1.C(O)C.[CH3:29][C:30]1[CH:35]=[CH:34][CH:33]=[CH:32][C:31]=1[C:36]([N:38]=[C:39]=[S:40])=[O:37]. The catalyst is C1(C)C=CC=CC=1. The product is [CH3:1][O:2][C:3]1[CH:4]=[C:5]2[C:10](=[CH:11][C:12]=1[O:13][CH3:14])[N:9]=[CH:8][CH:7]=[C:6]2[O:15][C:16]1[CH:22]=[CH:21][C:19]([NH:20][C:39]([NH:38][C:36](=[O:37])[C:31]2[CH:32]=[CH:33][CH:34]=[CH:35][C:30]=2[CH3:29])=[S:40])=[C:18]([N+:23]([O-:25])=[O:24])[CH:17]=1. The yield is 0.800. (3) The reactants are [CH3:1][C:2]1[C:7](=[O:8])[N:6]2[CH2:9][CH2:10][CH2:11][NH:12][C:5]2=[N:4][C:3]=1[C:13]1[CH:18]=[CH:17][N:16]=[CH:15][N:14]=1.[H-].[Na+].[CH2:21](Br)[C:22]([C:24]1[CH:29]=[CH:28][CH:27]=[CH:26][CH:25]=1)=[O:23].[Cl-].[Na+]. The catalyst is CN(C)C=O. The product is [CH3:1][C:2]1[C:7](=[O:8])[N:6]2[CH2:9][CH2:10][CH2:11][N:12]([CH2:21][C:22](=[O:23])[C:24]3[CH:29]=[CH:28][CH:27]=[CH:26][CH:25]=3)[C:5]2=[N:4][C:3]=1[C:13]1[CH:18]=[CH:17][N:16]=[CH:15][N:14]=1. The yield is 0.340. (4) The reactants are [Cl-].[NH4+].CO.[Cl:5][C:6]1[CH:11]=[C:10]([N+:12]([O-])=O)[CH:9]=[C:8]([Cl:15])[C:7]=1[S:16][C:17]1[CH:24]=[CH:23][C:20]([C:21]#[N:22])=[CH:19][CH:18]=1. The catalyst is [Fe].O. The product is [NH2:12][C:10]1[CH:9]=[C:8]([Cl:15])[C:7]([S:16][C:17]2[CH:24]=[CH:23][C:20]([C:21]#[N:22])=[CH:19][CH:18]=2)=[C:6]([Cl:5])[CH:11]=1. The yield is 0.400. (5) The reactants are [Cl:1][C:2]1[CH:3]=[C:4]2[C:9](=[CH:10][C:11]=1[O:12][C:13]1[CH:18]=[CH:17][C:16]([C:19](=[O:32])[NH:20][CH:21]([CH2:30][OH:31])[CH2:22][C:23]3[CH:28]=[CH:27][C:26]([Cl:29])=[CH:25][CH:24]=3)=[CH:15][CH:14]=1)[O:8][CH2:7][CH2:6][CH:5]2[C:33]([O:35]CC)=[O:34].[OH-].[Na+]. The catalyst is C1COCC1.C(O)C. The product is [Cl:1][C:2]1[CH:3]=[C:4]2[C:9](=[CH:10][C:11]=1[O:12][C:13]1[CH:18]=[CH:17][C:16]([C:19](=[O:32])[NH:20][CH:21]([CH2:30][OH:31])[CH2:22][C:23]3[CH:28]=[CH:27][C:26]([Cl:29])=[CH:25][CH:24]=3)=[CH:15][CH:14]=1)[O:8][CH2:7][CH2:6][CH:5]2[C:33]([OH:35])=[O:34]. The yield is 0.826. (6) The reactants are [Cl:1][C:2]1[C:11]([S:12](Cl)(=[O:14])=[O:13])=[CH:10][CH:9]=[CH:8][C:3]=1[C:4]([O:6][CH3:7])=[O:5].C([O-])([O-])=O.[K+].[K+].[CH3:22][NH2:23].C1COCC1. The catalyst is C1C=CC=CC=1. The product is [Cl:1][C:2]1[C:11]([S:12]([NH:23][CH3:22])(=[O:14])=[O:13])=[CH:10][CH:9]=[CH:8][C:3]=1[C:4]([O:6][CH3:7])=[O:5]. The yield is 0.720. (7) The reactants are [F:1][C:2]1[C:8]([F:9])=[CH:7][CH:6]=[CH:5][C:3]=1[NH2:4].[N:10]([O-])=O.[Na+].C([O-])(=O)C.[Na+].[C:19]([CH2:22][C:23](=[O:25])[CH3:24])(=[O:21])[CH3:20]. The catalyst is C(O)(=O)C.Cl.O. The product is [F:1][C:2]1[C:8]([F:9])=[CH:7][CH:6]=[CH:5][C:3]=1[NH:4][N:10]=[C:22]([C:23](=[O:25])[CH3:24])[C:19](=[O:21])[CH3:20]. The yield is 0.480. (8) The reactants are [CH3:1][C:2]1[CH:3]=[C:4]([O:9][CH3:10])[CH:5]=[C:6]([CH3:8])[CH:7]=1.[Br:11]N1C(=O)CCC1=O.N(C(C)(C)C#N)=NC(C)(C)C#N. The catalyst is C(Cl)(Cl)(Cl)Cl. The product is [Br:11][CH2:1][C:2]1[CH:7]=[C:6]([CH3:8])[CH:5]=[C:4]([O:9][CH3:10])[CH:3]=1. The yield is 0.680. (9) The reactants are [OH:1][C:2]1[C:7]2[C:8]([C:13]3C=CC=C[CH:14]=3)=[CH:9][C:10](=[O:12])[O:11][C:6]=2[CH:5]=[C:4]([OH:19])[CH:3]=1.C1(C=C(O)C=C(O)C=1)O.CCOC(CC(C1C=CC=CC=1)=O)=O.OS(C(F)(F)F)(=O)=O. No catalyst specified. The product is [OH:1][C:2]1[C:7]2[C:8]([CH2:13][CH3:14])=[CH:9][C:10](=[O:12])[O:11][C:6]=2[CH:5]=[C:4]([OH:19])[CH:3]=1. The yield is 0.748.